Dataset: Forward reaction prediction with 1.9M reactions from USPTO patents (1976-2016). Task: Predict the product of the given reaction. Given the reactants [CH2:1]([N:8]1[CH:12]=[C:11]([C:13]2[C:21]3[C:16](=[N:17][CH:18]=[C:19]([C:22]4[CH:23]=[C:24]([NH:28][S:29]([CH3:32])(=[O:31])=[O:30])[CH:25]=[CH:26][CH:27]=4)[CH:20]=3)[N:15](S(C3C=CC(C)=CC=3)(=O)=O)[CH:14]=2)[CH:10]=[N:9]1)[C:2]1[CH:7]=[CH:6][CH:5]=[CH:4][CH:3]=1.[OH-].[Li+], predict the reaction product. The product is: [CH2:1]([N:8]1[CH:12]=[C:11]([C:13]2[C:21]3[C:16](=[N:17][CH:18]=[C:19]([C:22]4[CH:23]=[C:24]([NH:28][S:29]([CH3:32])(=[O:31])=[O:30])[CH:25]=[CH:26][CH:27]=4)[CH:20]=3)[NH:15][CH:14]=2)[CH:10]=[N:9]1)[C:2]1[CH:7]=[CH:6][CH:5]=[CH:4][CH:3]=1.